Dataset: Reaction yield outcomes from USPTO patents with 853,638 reactions. Task: Predict the reaction yield, written as a fraction of the theoretical maximum amount of product (1.0 means a 100% yield; for example, 0.34 means a 34% yield). (1) The reactants are [C:1]([O:5][C:6]([NH:8][C@@H:9]([CH2:27][C:28]1[CH:29]=[N:30][C:31]([C:34]([F:37])([F:36])[F:35])=[CH:32][CH:33]=1)[CH2:10][N:11]([C:19]1[S:20][CH:21]=[C:22]([C:24]#[C:25][CH3:26])[N:23]=1)[C:12](=[O:18])[O:13][C:14]([CH3:17])([CH3:16])[CH3:15])=[O:7])([CH3:4])([CH3:3])[CH3:2].[Br:38]N1C(=O)CCC1=O. No catalyst specified. The product is [Br:38][C:21]1[S:20][C:19]([N:11]([CH2:10][C@@H:9]([NH:8][C:6]([O:5][C:1]([CH3:2])([CH3:3])[CH3:4])=[O:7])[CH2:27][C:28]2[CH:29]=[N:30][C:31]([C:34]([F:35])([F:36])[F:37])=[CH:32][CH:33]=2)[C:12](=[O:18])[O:13][C:14]([CH3:17])([CH3:16])[CH3:15])=[N:23][C:22]=1[C:24]#[C:25][CH3:26]. The yield is 0.820. (2) The reactants are Br[C:2]1[CH:7]=[CH:6][C:5]([C:8]2[NH:12][C:11]([C@@H:13]3[CH2:17][CH2:16][CH2:15][N:14]3[C:18]([O:20][CH2:21][C:22]3[CH:27]=[CH:26][CH:25]=[CH:24][CH:23]=3)=[O:19])=[N:10][CH:9]=2)=[CH:4][CH:3]=1.[B:28]1([B:28]2[O:32][C:31]([CH3:34])([CH3:33])[C:30]([CH3:36])([CH3:35])[O:29]2)[O:32][C:31]([CH3:34])([CH3:33])[C:30]([CH3:36])([CH3:35])[O:29]1.C([O-])(=O)C.[K+]. The catalyst is O1CCOCC1.CN(C=O)C.O.C1C=CC(P(C2C=CC=CC=2)[C-]2C=CC=C2)=CC=1.C1C=CC(P(C2C=CC=CC=2)[C-]2C=CC=C2)=CC=1.Cl[Pd]Cl.[Fe+2]. The product is [CH3:35][C:30]1([CH3:36])[C:31]([CH3:34])([CH3:33])[O:32][B:28]([C:2]2[CH:7]=[CH:6][C:5]([C:8]3[NH:12][C:11]([C@@H:13]4[CH2:17][CH2:16][CH2:15][N:14]4[C:18]([O:20][CH2:21][C:22]4[CH:27]=[CH:26][CH:25]=[CH:24][CH:23]=4)=[O:19])=[N:10][CH:9]=3)=[CH:4][CH:3]=2)[O:29]1. The yield is 0.850. (3) The reactants are [NH2:1][C:2]1[S:3][C:4]2[C:10]([N+:11]([O-:13])=[O:12])=[C:9]([O:14][C:15]3[CH:16]=[C:17]([CH:31]=[CH:32][CH:33]=3)[C:18]([NH:20][C:21]3[CH:26]=[CH:25][CH:24]=[C:23]([C:27]([F:30])([F:29])[F:28])[CH:22]=3)=[O:19])[CH:8]=[CH:7][C:5]=2[N:6]=1.[CH:34]1([C:37](Cl)=[O:38])[CH2:36][CH2:35]1. The catalyst is N1C=CC=CC=1. The product is [CH:34]1([C:37]([NH:1][C:2]2[S:3][C:4]3[C:10]([N+:11]([O-:13])=[O:12])=[C:9]([O:14][C:15]4[CH:16]=[C:17]([CH:31]=[CH:32][CH:33]=4)[C:18]([NH:20][C:21]4[CH:26]=[CH:25][CH:24]=[C:23]([C:27]([F:30])([F:28])[F:29])[CH:22]=4)=[O:19])[CH:8]=[CH:7][C:5]=3[N:6]=2)=[O:38])[CH2:36][CH2:35]1. The yield is 0.420. (4) The reactants are [CH3:1][N:2]1[C:11]2[CH:10]=[CH:9][CH:8]=[CH:7][C:6]=2[CH:5]2[NH:12][CH2:13][CH2:14][CH:4]2[CH:3]1[C:15]1[CH:20]=[CH:19][CH:18]=[CH:17][CH:16]=1.[C:21]([NH:29][C@@H:30]1[CH2:35][CH2:34][CH2:33][CH2:32][C@@H:31]1[C:36](O)=[O:37])(=[O:28])[C:22]1[CH:27]=[CH:26][CH:25]=[CH:24][CH:23]=1.CCN=C=NCCCN(C)C.C1C=CC2N(O)N=NC=2C=1.C(=O)([O-])O.[Na+]. The catalyst is O1CCCC1.C(#N)C. The product is [CH3:1][N:2]1[C:11]2[CH:10]=[CH:9][CH:8]=[CH:7][C:6]=2[C@@H:5]2[N:12]([C:36]([C@H:31]3[CH2:32][CH2:33][CH2:34][CH2:35][C@H:30]3[NH:29][C:21](=[O:28])[C:22]3[CH:23]=[CH:24][CH:25]=[CH:26][CH:27]=3)=[O:37])[CH2:13][CH2:14][C@@H:4]2[C@@H:3]1[C:15]1[CH:20]=[CH:19][CH:18]=[CH:17][CH:16]=1. The yield is 0.840.